From a dataset of Catalyst prediction with 721,799 reactions and 888 catalyst types from USPTO. Predict which catalyst facilitates the given reaction. (1) Reactant: ClC1C=CC=[C:4]([C:8]([O:10]O)=[O:9])C=1.[CH2:12]([NH:19][CH2:20][CH2:21][C:22]1[CH:37]=[CH:36][C:25]([O:26][C:27]2[CH:32]=[CH:31][C:30](C(=O)C)=[CH:29][CH:28]=2)=[CH:24][CH:23]=1)[C:13]1[CH:18]=[CH:17][CH:16]=[CH:15][CH:14]=1. Product: [CH2:12]([NH:19][CH2:20][CH2:21][C:22]1[CH:23]=[CH:24][C:25]([O:26][C:27]2[CH:28]=[CH:29][C:30]([O:10][C:8](=[O:9])[CH3:4])=[CH:31][CH:32]=2)=[CH:36][CH:37]=1)[C:13]1[CH:14]=[CH:15][CH:16]=[CH:17][CH:18]=1. The catalyst class is: 452. (2) Reactant: [F:1][C:2]1[CH:3]=[C:4]([CH3:11])[C:5]([OH:10])=[C:6]([CH:9]=1)[CH:7]=O.Br[CH2:13][C:14]([O:16][CH2:17][CH3:18])=[O:15].C(=O)([O-])[O-].[K+].[K+]. Product: [F:1][C:2]1[CH:3]=[C:4]([CH3:11])[C:5]2[O:10][C:13]([C:14]([O:16][CH2:17][CH3:18])=[O:15])=[CH:7][C:6]=2[CH:9]=1. The catalyst class is: 23.